From a dataset of Catalyst prediction with 721,799 reactions and 888 catalyst types from USPTO. Predict which catalyst facilitates the given reaction. (1) Reactant: [CH2:1]([N:8]1[CH:12]=[C:11]([C:13]2[CH:18]=[CH:17][C:16]([N+:19]([O-:21])=[O:20])=[CH:15][C:14]=2[O:22]C)[CH:10]=[N:9]1)[C:2]1[CH:7]=[CH:6][CH:5]=[CH:4][CH:3]=1.B(Br)(Br)Br. Product: [CH2:1]([N:8]1[CH:12]=[C:11]([C:13]2[CH:18]=[CH:17][C:16]([N+:19]([O-:21])=[O:20])=[CH:15][C:14]=2[OH:22])[CH:10]=[N:9]1)[C:2]1[CH:7]=[CH:6][CH:5]=[CH:4][CH:3]=1. The catalyst class is: 4. (2) Reactant: [CH2:1]([NH:3][C:4]1[S:5][C@H:6]2[O:12][C@H:11]([CH:13]=O)[C@@H:10]([OH:15])[C@H:9]([OH:16])[C@H:7]2[N:8]=1)[CH3:2].Cl.[CH3:18][NH:19][CH3:20].C([BH3-])#N.[Na+].CO.C(Cl)Cl. Product: [CH3:18][N:19]([CH2:13][C@H:11]1[O:12][C@H:6]2[C@H:7]([N:8]=[C:4]([NH:3][CH2:1][CH3:2])[S:5]2)[C@@H:9]([OH:16])[C@@H:10]1[OH:15])[CH3:20]. The catalyst class is: 5. (3) Reactant: [CH3:1][N:2]1[C:6]2[CH:7]=[CH:8][CH:9]=[CH:10][C:5]=2[N:4]=[C:3]1[NH2:11].[C:12](N1C=CN=C1)([N:14]1[CH:18]=[CH:17][N:16]=[CH:15]1)=[S:13]. Product: [CH3:1][N:2]1[C:6]2[CH:7]=[CH:8][CH:9]=[CH:10][C:5]=2[N:4]=[C:3]1[NH:11][C:12]([N:14]1[CH:18]=[CH:17][N:16]=[CH:15]1)=[S:13]. The catalyst class is: 10. (4) Reactant: [CH3:1][C:2]1[C:3]([Se:16][C:17]2[CH:27]=[CH:26][C:20]([C:21]([O:23]CC)=[O:22])=[CH:19][N:18]=2)=[CH:4][C:5]2[C:6]([CH3:15])([CH3:14])[CH2:7][CH2:8][C:9]([CH3:13])([CH3:12])[C:10]=2[CH:11]=1.[OH-].[Na+]. Product: [CH3:1][C:2]1[C:3]([Se:16][C:17]2[CH:27]=[CH:26][C:20]([C:21]([OH:23])=[O:22])=[CH:19][N:18]=2)=[CH:4][C:5]2[C:6]([CH3:15])([CH3:14])[CH2:7][CH2:8][C:9]([CH3:12])([CH3:13])[C:10]=2[CH:11]=1. The catalyst class is: 87. (5) Reactant: C(Cl)Cl.[CH2:4]([O:10][CH2:11][CH2:12][OH:13])[CH2:5][O:6][CH2:7][CH2:8][OH:9].CCN(CC)CC.[CH3:21][S:22](Cl)(=[O:24])=[O:23]. Product: [CH3:21][S:22]([O:9][CH2:8][CH2:7][O:6][CH2:5][CH2:4][O:10][CH2:11][CH2:12][OH:13])(=[O:24])=[O:23]. The catalyst class is: 818. (6) Reactant: [NH2:1][C:2]1[C:7]2=[C:8]([C:18]3[CH:23]=[CH:22][C:21]([NH:24][C:25]([NH:27][C:28]4[CH:33]=[CH:32][CH:31]=[C:30]([C:34]([F:37])([F:36])[F:35])[N:29]=4)=[O:26])=[CH:20][CH:19]=3)[CH:9]=[C:10]([C:11]([O:13]CCCC)=[O:12])[N:6]2[N:5]=[CH:4][N:3]=1.[OH-].[Na+].Cl. Product: [NH2:1][C:2]1[C:7]2=[C:8]([C:18]3[CH:23]=[CH:22][C:21]([NH:24][C:25]([NH:27][C:28]4[CH:33]=[CH:32][CH:31]=[C:30]([C:34]([F:37])([F:36])[F:35])[N:29]=4)=[O:26])=[CH:20][CH:19]=3)[CH:9]=[C:10]([C:11]([OH:13])=[O:12])[N:6]2[N:5]=[CH:4][N:3]=1. The catalyst class is: 36. (7) Reactant: C(N(CC)CC)C.Cl.[N:9]1([CH2:14][C:15]2[CH:16]=[C:17]([CH:32]=[C:33]([Cl:35])[CH:34]=2)/[CH:18]=[CH:19]/[C:20]2[CH:25]=[CH:24][C:23]([N:26]3[CH2:31][CH2:30][NH:29][CH2:28][CH2:27]3)=[CH:22][CH:21]=2)[CH:13]=[CH:12][N:11]=[CH:10]1.[F:36][C:37]([F:50])([F:49])[O:38][C:39]1[CH:40]=[C:41]([S:45](Cl)(=[O:47])=[O:46])[CH:42]=[CH:43][CH:44]=1. Product: [N:9]1([CH2:14][C:15]2[CH:16]=[C:17]([CH:32]=[C:33]([Cl:35])[CH:34]=2)/[CH:18]=[CH:19]/[C:20]2[CH:25]=[CH:24][C:23]([N:26]3[CH2:27][CH2:28][N:29]([S:45]([C:41]4[CH:42]=[CH:43][CH:44]=[C:39]([O:38][C:37]([F:36])([F:49])[F:50])[CH:40]=4)(=[O:47])=[O:46])[CH2:30][CH2:31]3)=[CH:22][CH:21]=2)[CH:13]=[CH:12][N:11]=[CH:10]1. The catalyst class is: 4. (8) Reactant: C([O:3][C:4](=[O:34])[CH2:5][O:6][CH2:7][CH2:8][O:9][CH:10]([N:31]=[N+:32]=[N-:33])[CH2:11][O:12][C:13]1[CH:18]=[CH:17][CH:16]=[C:15]([C:19](=[O:30])[NH:20][CH2:21][CH2:22][NH:23]C(=O)C(F)(F)F)[CH:14]=1)C.[OH-].[Na+:36].ClCCl.CO. Product: [NH2:23][CH2:22][CH2:21][NH:20][C:19]([C:15]1[CH:14]=[C:13]([CH:18]=[CH:17][CH:16]=1)[O:12][CH2:11][CH:10]([N:31]=[N+:32]=[N-:33])[O:9][CH2:8][CH2:7][O:6][CH2:5][C:4]([O-:34])=[O:3])=[O:30].[Na+:36]. The catalyst class is: 8.